From a dataset of Forward reaction prediction with 1.9M reactions from USPTO patents (1976-2016). Predict the product of the given reaction. (1) The product is: [NH2:19][C:20]1[N:25]=[CH:24][N:23]=[C:22]2[N:26]([CH2:34][C:35]([N:11]3[CH2:12][CH2:13][N:8]([C:5]4[CH:6]=[CH:7][C:2]([Cl:1])=[C:3]([O:14][C:15]([F:18])([F:16])[F:17])[CH:4]=4)[CH2:9][CH2:10]3)=[O:36])[N:27]=[C:28]([C:29]3[NH:33][CH:32]=[CH:31][N:30]=3)[C:21]=12. Given the reactants [Cl:1][C:2]1[CH:7]=[CH:6][C:5]([N:8]2[CH2:13][CH2:12][NH:11][CH2:10][CH2:9]2)=[CH:4][C:3]=1[O:14][C:15]([F:18])([F:17])[F:16].[NH2:19][C:20]1[N:25]=[CH:24][N:23]=[C:22]2[N:26]([CH2:34][C:35](O)=[O:36])[N:27]=[C:28]([C:29]3[NH:30][CH:31]=[CH:32][N:33]=3)[C:21]=12.CN(C(ON1N=NC2C=CC=NC1=2)=[N+](C)C)C.F[P-](F)(F)(F)(F)F.C(N(CC)C(C)C)(C)C, predict the reaction product. (2) Given the reactants [N+:1]([C:4]1[CH:5]=[N:6][NH:7][CH:8]=1)([O-:3])=[O:2].[N:9]1[CH:14]=[CH:13][C:12]([CH2:15]O)=[CH:11][CH:10]=1.C1(P(C2C=CC=CC=2)C2C=CC=CC=2)C=CC=CC=1.N(C(OC(C)(C)C)=O)=NC(OC(C)(C)C)=O, predict the reaction product. The product is: [N+:1]([C:4]1[CH:5]=[N:6][N:7]([CH2:15][C:12]2[CH:13]=[CH:14][N:9]=[CH:10][CH:11]=2)[CH:8]=1)([O-:3])=[O:2]. (3) Given the reactants C(OC([N:11]1[CH2:16][C@H:15]([O:17][CH2:18][C:19]2[CH:20]=[CH:21][C:22]3[O:27][CH2:26][CH2:25][N:24]([CH2:28][CH2:29][CH2:30][O:31][CH3:32])[C:23]=3[CH:33]=2)[C@@H:14]([C:34]2[CH:39]=[CH:38][C:37]([CH2:40][O:41][CH2:42][C@H:43]([O:45][CH2:46][CH3:47])[CH3:44])=[CH:36][CH:35]=2)[C@H:13]([CH2:48][NH2:49])[CH2:12]1)=O)C1C=CC=CC=1.CCN(CC)CC, predict the reaction product. The product is: [CH2:46]([O:45][C@H:43]([CH3:44])[CH2:42][O:41][CH2:40][C:37]1[CH:36]=[CH:35][C:34]([C@@H:14]2[C@@H:15]([O:17][CH2:18][C:19]3[CH:20]=[CH:21][C:22]4[O:27][CH2:26][CH2:25][N:24]([CH2:28][CH2:29][CH2:30][O:31][CH3:32])[C:23]=4[CH:33]=3)[CH2:16][NH:11][CH2:12][C@H:13]2[CH2:48][NH2:49])=[CH:39][CH:38]=1)[CH3:47]. (4) Given the reactants S1CCCSC1P(=O)([O:11][CH2:12]C)OCC.[Li]CCCC.[O:20]1[C:29]2[C:24](=[N:25][C:26]([CH:30]=O)=[CH:27][CH:28]=2)[O:23][CH2:22][CH2:21]1.P(=O)([O-])[O-].[NH4+].[Cl-].C=[C:39]=[O:40], predict the reaction product. The product is: [O:20]1[C:29]2[C:24](=[N:25][C:26]([CH2:30][C:39]([O:11][CH3:12])=[O:40])=[CH:27][CH:28]=2)[O:23][CH2:22][CH2:21]1. (5) Given the reactants C(N=C=NC(C)C)(C)C.[CH3:10][C:11]1[CH2:15][C:14]2([CH2:20][CH2:19][CH:18]([C:21]([OH:23])=O)[CH2:17][CH2:16]2)[O:13][N:12]=1.O.O[N:26]1[C:30]2[CH:31]=[CH:32][CH:33]=[CH:34][C:29]=2N=N1.[C:35](NC1C=CC=CC=1)([CH3:38])([CH3:37])[CH3:36], predict the reaction product. The product is: [C:35]([C:33]1[CH:32]=[CH:31][C:30]([NH:26][C:21]([CH:18]2[CH2:17][CH2:16][C:14]3([O:13][N:12]=[C:11]([CH3:10])[CH2:15]3)[CH2:20][CH2:19]2)=[O:23])=[CH:29][CH:34]=1)([CH3:38])([CH3:37])[CH3:36]. (6) Given the reactants [NH2:1][C:2]1[CH:7]=[CH:6][C:5]([Cl:8])=[CH:4][N:3]=1.[Br:9]Br.[OH-].[Na+], predict the reaction product. The product is: [NH2:1][C:2]1[C:7]([Br:9])=[CH:6][C:5]([Cl:8])=[CH:4][N:3]=1.